Task: Predict the product of the given reaction.. Dataset: Forward reaction prediction with 1.9M reactions from USPTO patents (1976-2016) (1) Given the reactants [N:1]1[CH:6]=[CH:5][C:4]([CH2:7][NH:8][C:9](=[O:16])[NH:10][O:11][CH2:12][C:13]([OH:15])=O)=[CH:3][CH:2]=1.[NH2:17][C@H:18]([C:31]([N:33]([CH2:43][C:44]1[C:45]2[CH:52]=[CH:51][CH:50]=[CH:49][C:46]=2[S:47][CH:48]=1)[C@@H:34]([CH3:42])[CH:35]([O:39][CH2:40][CH3:41])[O:36][CH2:37][CH3:38])=[O:32])[CH2:19][CH2:20][CH2:21][CH2:22][NH:23][C:24](=[O:30])[O:25][C:26]([CH3:29])([CH3:28])[CH3:27], predict the reaction product. The product is: [S:47]1[CH:48]=[C:44]([CH2:43][N:33]([C@@H:34]([CH3:42])[CH:35]([O:36][CH2:37][CH3:38])[O:39][CH2:40][CH3:41])[C:31]([C@H:18]([CH2:19][CH2:20][CH2:21][CH2:22][NH:23][C:24](=[O:30])[O:25][C:26]([CH3:27])([CH3:29])[CH3:28])[NH:17][C:13](=[O:15])[CH2:12][O:11][NH:10][C:9](=[O:16])[NH:8][CH2:7][C:4]2[CH:3]=[CH:2][N:1]=[CH:6][CH:5]=2)=[O:32])[C:45]2[CH:52]=[CH:51][CH:50]=[CH:49][C:46]1=2. (2) The product is: [Br:23][C:20]1[CH:21]=[CH:22][C:17]([CH2:16][P:4](=[O:5])([O:6][CH2:7][CH3:8])[O:3][CH2:2][CH3:1])=[N:18][C:19]=1[CH3:24]. Given the reactants [CH3:1][CH2:2][O:3][P+:4]([O:6][CH2:7][CH3:8])=[O:5].[H-].[Na+].CS(O[CH2:16][C:17]1[CH:22]=[CH:21][C:20]([Br:23])=[C:19]([CH3:24])[N:18]=1)(=O)=O, predict the reaction product.